From a dataset of Forward reaction prediction with 1.9M reactions from USPTO patents (1976-2016). Predict the product of the given reaction. (1) Given the reactants C([N-]C(C)C)(C)C.[Li+].[CH3:9][N:10]1[C:15](=[O:16])[C:14]2[CH:17]=[C:18]([CH2:20][C:21]3[C:30]4[C:25](=[CH:26][CH:27]=[CH:28][CH:29]=4)[CH:24]=[CH:23][CH:22]=3)[S:19][C:13]=2[N:12]([CH2:31][CH:32]([CH3:34])[CH3:33])[C:11]1=[O:35].[N+:36]([C:39]1[CH:40]=[CH:41][C:42]([S:45][S:45][C:42]2[CH:41]=[CH:40][C:39]([N+:36]([O-:38])=[O:37])=[CH:44][N:43]=2)=[N:43][CH:44]=1)([O-:38])=[O:37].C(=O)([O-])O.[Na+], predict the reaction product. The product is: [CH3:9][N:10]1[C:15](=[O:16])[C:14]2[C:17]([S:45][C:42]3[CH:41]=[CH:40][C:39]([N+:36]([O-:38])=[O:37])=[CH:44][N:43]=3)=[C:18]([CH2:20][C:21]3[C:30]4[C:25](=[CH:26][CH:27]=[CH:28][CH:29]=4)[CH:24]=[CH:23][CH:22]=3)[S:19][C:13]=2[N:12]([CH2:31][CH:32]([CH3:33])[CH3:34])[C:11]1=[O:35]. (2) The product is: [CH:36]1([NH:35][S:32]([C:28]2[CH:27]=[C:26]([NH:25][C:22]([C:21]3[CH:20]=[N:19][N:12]4[C:13]([C:15]([F:17])([F:16])[F:18])=[CH:14][C:9]([C:4]5[CH:5]=[CH:6][C:7]([Cl:8])=[C:2]([Cl:1])[CH:3]=5)=[N:10][C:11]=34)=[O:24])[CH:31]=[CH:30][CH:29]=2)(=[O:34])=[O:33])[CH2:38][CH2:37]1. Given the reactants [Cl:1][C:2]1[CH:3]=[C:4]([C:9]2[CH:14]=[C:13]([C:15]([F:18])([F:17])[F:16])[N:12]3[N:19]=[CH:20][C:21]([C:22]([OH:24])=O)=[C:11]3[N:10]=2)[CH:5]=[CH:6][C:7]=1[Cl:8].[NH2:25][C:26]1[CH:27]=[C:28]([S:32]([NH:35][CH:36]2[CH2:38][CH2:37]2)(=[O:34])=[O:33])[CH:29]=[CH:30][CH:31]=1, predict the reaction product.